From a dataset of Full USPTO retrosynthesis dataset with 1.9M reactions from patents (1976-2016). Predict the reactants needed to synthesize the given product. (1) Given the product [Cl:1][C:2]1[C:7]([C:20]2[CH:30]=[CH:29][C:23]([C:24]([O:26][CH2:27][CH3:28])=[O:25])=[CH:22][CH:21]=2)=[N:6][C:5]([C:8]2[CH:13]=[CH:12][CH:11]=[CH:10][CH:9]=2)=[CH:4][CH:3]=1, predict the reactants needed to synthesize it. The reactants are: [Cl:1][C:2]1[CH:3]=[CH:4][C:5]([C:8]2[CH:13]=[CH:12][CH:11]=[CH:10][CH:9]=2)=[N:6][CH:7]=1.C([Li])(C)(C)C.I[C:20]1[CH:30]=[CH:29][C:23]([C:24]([O:26][CH2:27][CH3:28])=[O:25])=[CH:22][CH:21]=1.Cl. (2) The reactants are: CS(C)=O.C(Cl)(=O)C(Cl)=O.[CH3:11][O:12][C:13](=[O:27])[C@@H:14]1[CH2:18][C@@H:17]([OH:19])[CH2:16][N:15]1[C:20]([O:22][C:23]([CH3:26])([CH3:25])[CH3:24])=[O:21].C(N(CC)CC)C. Given the product [CH3:11][O:12][C:13]([C@@H:14]1[CH2:18][C:17](=[O:19])[CH2:16][N:15]1[C:20]([O:22][C:23]([CH3:26])([CH3:25])[CH3:24])=[O:21])=[O:27], predict the reactants needed to synthesize it.